From a dataset of Peptide-MHC class I binding affinity with 185,985 pairs from IEDB/IMGT. Regression. Given a peptide amino acid sequence and an MHC pseudo amino acid sequence, predict their binding affinity value. This is MHC class I binding data. (1) The peptide sequence is TERLKLFAA. The MHC is HLA-B40:02 with pseudo-sequence HLA-B40:02. The binding affinity (normalized) is 0.706. (2) The peptide sequence is EDAAPIEHI. The MHC is Mamu-A11 with pseudo-sequence Mamu-A11. The binding affinity (normalized) is 0.339.